The task is: Predict the reaction yield, written as a fraction of the theoretical maximum amount of product (1.0 means a 100% yield; for example, 0.34 means a 34% yield).. This data is from Reaction yield outcomes from USPTO patents with 853,638 reactions. (1) The reactants are [C:1]([C@@H:5]1[NH:9][C:8](=O)[C@@H:7]([F:11])[CH2:6]1)([CH3:4])([CH3:3])[CH3:2].[F:12][B-:13]([F:16])([F:15])[F:14].[CH3:17][O+](C)C.[F:21][C:22]1[C:27]([NH:28][NH2:29])=[C:26]([F:30])[C:25]([F:31])=[C:24]([F:32])[C:23]=1[F:33]. The catalyst is ClCCl. The product is [F:12][B-:13]([F:16])([F:15])[F:14].[C:1]([C@H:5]1[N:9]2[C:8](=[N:29][N+:28]([C:27]3[C:22]([F:21])=[C:23]([F:33])[C:24]([F:32])=[C:25]([F:31])[C:26]=3[F:30])=[CH:17]2)[C@H:7]([F:11])[CH2:6]1)([CH3:4])([CH3:3])[CH3:2]. The yield is 0.600. (2) The reactants are [Cl:1][C:2]1[CH:7]=[CH:6][CH:5]=[CH:4][C:3]=1[CH:8]([OH:12])[CH:9]([CH3:11])[CH3:10].C1C=C[NH+]=CC=1.[O-][Cr](Cl)(=O)=O. The catalyst is CCOCC. The product is [Cl:1][C:2]1[CH:7]=[CH:6][CH:5]=[CH:4][C:3]=1[C:8](=[O:12])[CH:9]([CH3:10])[CH3:11]. The yield is 0.820. (3) The yield is 0.790. The reactants are Br[CH2:2][CH2:3][O:4][C:5]1[CH:14]=[C:13]2[C:8]([C:9]([NH:15][C:16]3[CH:21]=[CH:20][C:19]([Cl:22])=[CH:18][C:17]=3[F:23])=[N:10][CH:11]=[N:12]2)=[CH:7][C:6]=1[O:24][CH3:25].[C:26]([N:29]1[CH2:34][CH2:33][NH:32][CH2:31][CH2:30]1)(=[O:28])[CH3:27]. The product is [ClH:22].[C:26]([N:29]1[CH2:34][CH2:33][N:32]([CH2:2][CH2:3][O:4][C:5]2[CH:14]=[C:13]3[C:8]([C:9]([NH:15][C:16]4[CH:21]=[CH:20][C:19]([Cl:22])=[CH:18][C:17]=4[F:23])=[N:10][CH:11]=[N:12]3)=[CH:7][C:6]=2[O:24][CH3:25])[CH2:31][CH2:30]1)(=[O:28])[CH3:27]. The catalyst is C(Cl)Cl.C(OCC)(=O)C. (4) The reactants are Br[C:2]1[CH:7]=[CH:6][CH:5]=[CH:4][N:3]=1.[CH2:8]([C:12]1[O:13][C:14]2[C:20]([F:21])=[CH:19][CH:18]=[C:17]([C:22]([F:25])([F:24])[F:23])[C:15]=2[N:16]=1)[CH2:9][C:10]#[CH:11]. No catalyst specified. The product is [F:21][C:20]1[C:14]2[O:13][C:12]([CH2:8][CH2:9][C:10]#[C:11][C:2]3[CH:7]=[CH:6][CH:5]=[CH:4][N:3]=3)=[N:16][C:15]=2[C:17]([C:22]([F:25])([F:23])[F:24])=[CH:18][CH:19]=1. The yield is 0.140. (5) The reactants are [Cl:1][C:2]1[CH:11]=[CH:10][C:9]2[N:8]=[C:7]3[C:12](=[O:16])[O:13][C:14](=[O:15])[C:6]3=[C:5]([C:17]3[CH:22]=[CH:21][CH:20]=[CH:19][CH:18]=3)[C:4]=2[CH:3]=1.[BH4-].[Na+].CC(O)=O. The catalyst is C1COCC1.O. The product is [Cl:1][C:2]1[CH:3]=[C:4]2[C:9](=[CH:10][CH:11]=1)[N:8]=[C:7]([CH2:12][OH:16])[C:6]([C:14]([OH:15])=[O:13])=[C:5]2[C:17]1[CH:22]=[CH:21][CH:20]=[CH:19][CH:18]=1. The yield is 0.100. (6) The product is [CH2:21]([CH:28]1[CH2:33][CH2:32][N:31]([C:10]([C:8]2[NH:7][C:6]3[CH:13]=[C:2]([OH:1])[CH:3]=[CH:4][C:5]=3[N:9]=2)=[O:12])[CH2:30][CH2:29]1)[C:22]1[CH:27]=[CH:26][CH:25]=[CH:24][CH:23]=1. The yield is 0.635. The reactants are [OH:1][C:2]1[CH:3]=[CH:4][C:5]2[N:9]=[C:8]([C:10]([OH:12])=O)[NH:7][C:6]=2[CH:13]=1.C(N(CC)CC)C.[CH2:21]([CH:28]1[CH2:33][CH2:32][NH:31][CH2:30][CH2:29]1)[C:22]1[CH:27]=[CH:26][CH:25]=[CH:24][CH:23]=1.CN(C(ON1N=NC2C=CC=CC1=2)=[N+](C)C)C.F[P-](F)(F)(F)(F)F. The catalyst is CN(C)C=O.